The task is: Predict the product of the given reaction.. This data is from Forward reaction prediction with 1.9M reactions from USPTO patents (1976-2016). (1) Given the reactants [CH:1]1[C:10]2[C:5](=[CH:6][C:7]([CH:11]=O)=[CH:8][CH:9]=2)[CH:4]=[CH:3][N:2]=1.Cl.[NH2:14][OH:15].[OH-].[Na+].Cl, predict the reaction product. The product is: [CH:1]1[C:10]2[C:5](=[CH:6][C:7](/[CH:11]=[N:14]/[OH:15])=[CH:8][CH:9]=2)[CH:4]=[CH:3][N:2]=1. (2) The product is: [CH2:7]([O:14][C:15](=[O:48])[C@H:16]([N:30]([S:31]([C:34]1[S:35][C:36]([C:39]2[CH:44]=[CH:43][C:42]([O:45][CH2:46][CH3:47])=[CH:41][CH:40]=2)=[CH:37][CH:38]=1)(=[O:33])=[O:32])[CH3:1])[CH:17]1[CH2:22][CH2:21][N:20]([C:23]([O:25][C:26]([CH3:29])([CH3:28])[CH3:27])=[O:24])[CH2:19][CH2:18]1)[C:8]1[CH:9]=[CH:10][CH:11]=[CH:12][CH:13]=1. Given the reactants [C:1]([O-])([O-])=O.[K+].[K+].[CH2:7]([O:14][C:15](=[O:48])[C@H:16]([NH:30][S:31]([C:34]1[S:35][C:36]([C:39]2[CH:44]=[CH:43][C:42]([O:45][CH2:46][CH3:47])=[CH:41][CH:40]=2)=[CH:37][CH:38]=1)(=[O:33])=[O:32])[CH:17]1[CH2:22][CH2:21][N:20]([C:23]([O:25][C:26]([CH3:29])([CH3:28])[CH3:27])=[O:24])[CH2:19][CH2:18]1)[C:8]1[CH:13]=[CH:12][CH:11]=[CH:10][CH:9]=1.CI, predict the reaction product. (3) The product is: [NH2:57][CH:58]1[CH2:63][CH2:62][CH:61]([NH:64][C:2]2[N:10]=[C:9]3[C:5]([N:6]=[CH:7][N:8]3[C@@H:11]3[CH2:15][C@H:14]([NH:16][C:17](=[O:20])[CH2:18][CH3:19])[C@@H:13]([OH:21])[C@H:12]3[OH:22])=[C:4]([NH:23][CH:24]([CH2:27][CH3:28])[CH2:25][CH3:26])[N:3]=2)[CH2:60][CH2:59]1. Given the reactants Cl[C:2]1[N:10]=[C:9]2[C:5]([N:6]=[CH:7][N:8]2[C@@H:11]2[CH2:15][C@H:14]([NH:16][C:17](=[O:20])[CH2:18][CH3:19])[C@@H:13]([OH:21])[C@H:12]2[OH:22])=[C:4]([NH:23][CH:24]([CH2:27][CH3:28])[CH2:25][CH3:26])[N:3]=1.C(OC(=O)N([C@H]1C[C@@H](N2C=NC3C2=NC(Cl)=NC=3Cl)C=C1)C(=O)CC)(C)(C)C.[NH2:57][C@H:58]1[CH2:63][CH2:62][C@H:61]([NH2:64])[CH2:60][CH2:59]1, predict the reaction product. (4) Given the reactants [CH3:1][CH2:2][C:3]1[CH:4]=[C:5]([C:9]([NH2:11])=[S:10])[CH:6]=[CH:7][N:8]=1.Cl[CH2:13][C:14](=O)[CH2:15][C:16]([O:18][CH3:19])=[O:17], predict the reaction product. The product is: [CH2:2]([C:3]1[CH:4]=[C:5]([C:9]2[S:10][CH:13]=[C:14]([CH2:15][C:16]([O:18][CH3:19])=[O:17])[N:11]=2)[CH:6]=[CH:7][N:8]=1)[CH3:1].